Predict the product of the given reaction. From a dataset of Forward reaction prediction with 1.9M reactions from USPTO patents (1976-2016). (1) Given the reactants [CH3:1][O:2][C:3]1[CH:28]=[CH:27][C:6]([CH2:7][N:8]2[C:13]([CH3:14])=[CH:12][C:11]([O:15][CH2:16][C:17]3[CH:24]=[CH:23][CH:22]=[CH:21][C:18]=3[C:19]#[N:20])=[C:10]([CH3:25])[C:9]2=[O:26])=[CH:5][CH:4]=1.B.C1COCC1, predict the reaction product. The product is: [NH2:20][CH2:19][C:18]1[CH:21]=[CH:22][CH:23]=[CH:24][C:17]=1[CH2:16][O:15][C:11]1[CH:12]=[C:13]([CH3:14])[N:8]([CH2:7][C:6]2[CH:5]=[CH:4][C:3]([O:2][CH3:1])=[CH:28][CH:27]=2)[C:9](=[O:26])[C:10]=1[CH3:25]. (2) Given the reactants Cl[C:2]1[N:7]=[CH:6][C:5]([CH2:8][N:9]([CH:16]2[CH2:21][CH2:20][CH2:19][CH2:18][CH2:17]2)[C:10](=[O:15])[C:11]([F:14])([F:13])[F:12])=[CH:4][CH:3]=1.[CH3:22][N:23](C=O)C, predict the reaction product. The product is: [C:22]([C:2]1[N:7]=[CH:6][C:5]([CH2:8][N:9]([CH:16]2[CH2:21][CH2:20][CH2:19][CH2:18][CH2:17]2)[C:10](=[O:15])[C:11]([F:14])([F:13])[F:12])=[CH:4][CH:3]=1)#[N:23].